Dataset: Catalyst prediction with 721,799 reactions and 888 catalyst types from USPTO. Task: Predict which catalyst facilitates the given reaction. (1) Reactant: [CH2:1]([N:5]1[C:9](=[O:10])[CH2:8][S:7][C:6]1=[N:11][C:12]1[CH:13]=[C:14]([CH:17]=[CH:18][CH:19]=1)[C:15]#[N:16])[CH2:2][CH2:3][CH3:4].C1(C)C=CC(S([O-])(=O)=O)=CC=1.[CH3:31][N+:32]1[C:36]2[CH:37]=[CH:38][CH:39]=[CH:40][C:35]=2[S:34][C:33]=1SC. Product: [CH2:1]([N:5]1[C:9](=[O:10])[C:8](=[C:33]2[N:32]([CH3:31])[C:36]3[CH:37]=[CH:38][CH:39]=[CH:40][C:35]=3[S:34]2)[S:7][C:6]1=[N:11][C:12]1[CH:13]=[C:14]([CH:17]=[CH:18][CH:19]=1)[C:15]#[N:16])[CH2:2][CH2:3][CH3:4]. The catalyst class is: 23. (2) Reactant: [CH:1]1([C:4]([C:11]2[CH:16]=[CH:15][N:14]=[C:13]([CH2:17][O:18]COC)[CH:12]=2)=[CH:5][C:6]([O:8][CH2:9][CH3:10])=[O:7])[CH2:3][CH2:2]1. Product: [CH:1]1([CH:4]([C:11]2[CH:16]=[CH:15][N:14]=[C:13]([CH2:17][OH:18])[CH:12]=2)[CH2:5][C:6]([O:8][CH2:9][CH3:10])=[O:7])[CH2:2][CH2:3]1. The catalyst class is: 183. (3) Reactant: C(OC([N:8]([C:44]1[CH:49]=[CH:48][C:47]([CH2:50][N:51]2[CH2:56][CH2:55][N:54]([CH3:57])[CH2:53][CH2:52]2)=[CH:46][N:45]=1)[C:9]1[C:14](=[O:15])[N:13]([CH3:16])[CH:12]=[C:11]([C:17]2[CH:27]=[CH:26][CH:25]=[C:24]([N:28]3[N:37]=[CH:36][C:35]4[C:30](=[C:31]([F:42])[CH:32]=[C:33]([C:38]([CH3:41])([CH3:40])[CH3:39])[CH:34]=4)[C:29]3=[O:43])[C:18]=2[CH2:19][O:20]C(=O)C)[CH:10]=1)=O)(C)(C)C.O.[OH-].[Li+]. Product: [C:38]([C:33]1[CH:34]=[C:35]2[C:30](=[C:31]([F:42])[CH:32]=1)[C:29](=[O:43])[N:28]([C:24]1[CH:25]=[CH:26][CH:27]=[C:17]([C:11]3[CH:10]=[C:9]([NH:8][C:44]4[CH:49]=[CH:48][C:47]([CH2:50][N:51]5[CH2:56][CH2:55][N:54]([CH3:57])[CH2:53][CH2:52]5)=[CH:46][N:45]=4)[C:14](=[O:15])[N:13]([CH3:16])[CH:12]=3)[C:18]=1[CH2:19][OH:20])[N:37]=[CH:36]2)([CH3:41])([CH3:39])[CH3:40]. The catalyst class is: 708. (4) Product: [CH3:21][NH:22][C:23]([N:11]1[CH2:12][CH2:13][N:8]([C:6]([O:5][C:1]([CH3:4])([CH3:2])[CH3:3])=[O:7])[CH2:9][CH2:10]1)=[O:24]. The catalyst class is: 4. Reactant: [C:1]([O:5][C:6]([N:8]1[CH2:13][CH2:12][NH:11][CH2:10][CH2:9]1)=[O:7])([CH3:4])([CH3:3])[CH3:2].C(N(CC)CC)C.[CH3:21][NH:22][C:23](Cl)=[O:24]. (5) Reactant: C1([C@H](NC([C:13]2[CH:14]=[C:15]([C:22](N3CCC[C@@H]3C(O)=O)=[O:23])[N:16]3CCOC[C:17]=23)=O)CC)C=CC=CC=1.[CH:32]([OH:35])([CH3:34])[CH3:33]. Product: [CH:32]([O:35][C:22]([CH:15]1[CH2:14][CH2:13][CH2:17][NH:16]1)=[O:23])([CH3:34])[CH3:33]. The catalyst class is: 33. (6) Reactant: [CH2:1]([OH:13])[CH2:2][CH2:3][CH2:4][CH2:5][CH2:6][CH2:7][CH2:8][CH2:9][CH2:10][CH2:11][CH3:12].CCN(CC)CC.[Cl:21][CH2:22][O:23][C:24](Cl)=[O:25]. Product: [C:24](=[O:25])([O:13][CH2:1][CH2:2][CH2:3][CH2:4][CH2:5][CH2:6][CH2:7][CH2:8][CH2:9][CH2:10][CH2:11][CH3:12])[O:23][CH2:22][Cl:21]. The catalyst class is: 373. (7) Reactant: [OH:1][C:2]1[C:7]2[C@@:8]3([OH:45])[C@@:21]([O:25][CH3:26])([C@H:22]([OH:24])[CH2:23][C:6]=2[CH:5]=[C:4]([CH3:46])[C:3]=1[C:47]([OH:49])=O)[C:20](=[O:27])[C:19]1[C:10](=[CH:11][C:12]2[C:13](=[O:43])[C:14]([NH:30][CH:31]4[C@H:36]([O:37][CH3:38])[C@H:35]([OH:39])[C@@H:34]([O:40][CH3:41])[C@H:33]([CH3:42])[O:32]4)=[CH:15][C:16](=[O:29])[C:17]=2[C:18]=1[OH:28])[C:9]3=[O:44].O.O[N:52]1[C:56]2C=CC=CC=2N=N1.CN. Product: [OH:1][C:2]1[C:7]2[C@@:8]3([OH:45])[C@@:21]([O:25][CH3:26])([C@H:22]([OH:24])[CH2:23][C:6]=2[CH:5]=[C:4]([CH3:46])[C:3]=1[C:47]([NH:52][CH3:56])=[O:49])[C:20](=[O:27])[C:19]1[C:10](=[CH:11][C:12]2[C:13](=[O:43])[C:14]([NH:30][CH:31]4[C@H:36]([O:37][CH3:38])[C@H:35]([OH:39])[C@@H:34]([O:40][CH3:41])[C@H:33]([CH3:42])[O:32]4)=[CH:15][C:16](=[O:29])[C:17]=2[C:18]=1[OH:28])[C:9]3=[O:44]. The catalyst class is: 1.